From a dataset of Forward reaction prediction with 1.9M reactions from USPTO patents (1976-2016). Predict the product of the given reaction. (1) Given the reactants [CH3:1][O:2][C:3]1[CH:15]=[C:14]([O:16][CH3:17])[CH:13]=[CH:12][C:4]=1[CH2:5][NH:6][C:7]1[S:8][CH:9]=[N:10][N:11]=1.C[Si]([N-][Si](C)(C)C)(C)C.[Li+].[C:28]([C:30]1[CH:31]=[C:32]([S:37](Cl)(=[O:39])=[O:38])[CH:33]=[CH:34][C:35]=1[F:36])#[N:29], predict the reaction product. The product is: [C:28]([C:30]1[CH:31]=[C:32]([S:37]([N:6]([CH2:5][C:4]2[CH:12]=[CH:13][C:14]([O:16][CH3:17])=[CH:15][C:3]=2[O:2][CH3:1])[C:7]2[S:8][CH:9]=[N:10][N:11]=2)(=[O:39])=[O:38])[CH:33]=[CH:34][C:35]=1[F:36])#[N:29]. (2) Given the reactants [OH:1][C@@H:2]1[CH2:7][CH2:6][O:5][CH2:4][C@H:3]1[NH:8][C:9](=[O:15])[O:10][C:11]([CH3:14])([CH3:13])[CH3:12].CCN(CC)CC.[CH3:23][S:24](Cl)(=[O:26])=[O:25], predict the reaction product. The product is: [CH3:23][S:24]([O:1][C@@H:2]1[CH2:7][CH2:6][O:5][CH2:4][C@H:3]1[NH:8][C:9]([O:10][C:11]([CH3:12])([CH3:14])[CH3:13])=[O:15])(=[O:26])=[O:25]. (3) Given the reactants [CH3:1][C:2]1[N:3]=[CH:4][N:5]([CH2:7][CH2:8][C:9]2[CH:14]=[CH:13][CH:12]=[CH:11][C:10]=2[NH:15]C(OC(C)(C)C)=O)[CH:6]=1.OS(O)(=O)=O, predict the reaction product. The product is: [NH2:15][C:10]1[CH:11]=[CH:12][CH:13]=[CH:14][C:9]=1[CH2:8][CH2:7][N:5]1[CH:6]=[C:2]([CH3:1])[N:3]=[CH:4]1.